This data is from Forward reaction prediction with 1.9M reactions from USPTO patents (1976-2016). The task is: Predict the product of the given reaction. (1) Given the reactants C(O[C:4]([C:6]1[N:11]=[C:10]([C:12]#[C:13][Si](C)(C)C)[C:9]2[N:18]=[C:19]([C:21]3[CH:26]=[CH:25][CH:24]=[CH:23][CH:22]=3)[S:20][C:8]=2[C:7]=1[OH:27])=[O:5])C.[NH2:28][CH2:29][C:30]([OH:32])=[O:31], predict the reaction product. The product is: [C:12]([C:10]1[C:9]2[N:18]=[C:19]([C:21]3[CH:22]=[CH:23][CH:24]=[CH:25][CH:26]=3)[S:20][C:8]=2[C:7]([OH:27])=[C:6]([C:4]([NH:28][CH2:29][C:30]([OH:32])=[O:31])=[O:5])[N:11]=1)#[CH:13]. (2) Given the reactants [F:1][C:2]([F:24])([F:23])[C:3]1[CH:22]=[CH:21][C:6]([O:7][CH:8]([C:11]2[CH:16]=[CH:15][CH:14]=[C:13]([C:17]([F:20])([F:19])[F:18])[CH:12]=2)[CH2:9][OH:10])=[CH:5][CH:4]=1.[C:25](Cl)(=[O:28])[CH2:26][CH3:27].O.CCOCC, predict the reaction product. The product is: [F:1][C:2]([F:23])([F:24])[C:3]1[CH:4]=[CH:5][C:6]([O:7][CH:8]([C:11]2[CH:16]=[CH:15][CH:14]=[C:13]([C:17]([F:18])([F:19])[F:20])[CH:12]=2)[CH2:9][O:10][C:25](=[O:28])[CH2:26][CH3:27])=[CH:21][CH:22]=1. (3) Given the reactants [OH:1][CH2:2][CH2:3][CH2:4][CH2:5][CH2:6][CH2:7][O:8][C:9]1[CH:14]=[CH:13][N+:12]([O-])=[C:11]([CH3:16])[C:10]=1[CH3:17].[C:18]([O:21]C(=O)C)(=[O:20])[CH3:19], predict the reaction product. The product is: [OH:1][CH2:2][CH2:3][CH2:4][CH2:5][CH2:6][CH2:7][O:8][C:9]1[CH:14]=[CH:13][N:12]=[C:11]([CH2:16][O:21][C:18](=[O:20])[CH3:19])[C:10]=1[CH3:17]. (4) Given the reactants Br[C:2]1[CH:7]=[CH:6][CH:5]=[CH:4][C:3]=1[C:8](=[O:10])[CH3:9].[Cl:11][C:12]1[CH:17]=[CH:16][C:15](B(O)O)=[CH:14][CH:13]=1.C([O-])([O-])=O.[Na+].[Na+], predict the reaction product. The product is: [Cl:11][C:12]1[CH:17]=[CH:16][C:15]([C:2]2[CH:7]=[CH:6][CH:5]=[CH:4][C:3]=2[C:8](=[O:10])[CH3:9])=[CH:14][CH:13]=1.